Task: Predict the reaction yield, written as a fraction of the theoretical maximum amount of product (1.0 means a 100% yield; for example, 0.34 means a 34% yield).. Dataset: Reaction yield outcomes from USPTO patents with 853,638 reactions (1) The reactants are Cl[C:2]1[N:7]=[C:6]([NH:8][CH:9]2[CH2:17][CH:16]3[N:12]([CH2:13][CH2:14][CH2:15]3)[CH2:11][CH2:10]2)[C:5]([F:18])=[CH:4][N:3]=1.[NH2:19][C:20]1[C:21]([F:36])=[CH:22][C:23]([CH:33]2[CH2:35][CH2:34]2)=[C:24]([N:26]2[C:30](=[O:31])[N:29]([CH3:32])[N:28]=[N:27]2)[CH:25]=1.O.C1(C)C=CC(S(O)(=O)=O)=CC=1. The catalyst is C(O)(C)C. The product is [F:18][C:5]1[C:6]([NH:8][CH:9]2[CH2:17][CH:16]3[N:12]([CH2:13][CH2:14][CH2:15]3)[CH2:11][CH2:10]2)=[N:7][C:2]([NH:19][C:20]2[C:21]([F:36])=[CH:22][C:23]([CH:33]3[CH2:35][CH2:34]3)=[C:24]([N:26]3[C:30](=[O:31])[N:29]([CH3:32])[N:28]=[N:27]3)[CH:25]=2)=[N:3][CH:4]=1. The yield is 0.470. (2) The reactants are N1C=CC=CC=1.CCOC(C)=O.Cl[C:14]1([CH3:46])[CH2:17][CH:16]([C:18]2[N:27]=[C:26]([N:28]3[CH2:33][CH2:32][N:31]([C:34]4[CH:39]=[CH:38][CH:37]=[CH:36][C:35]=4[O:40][CH3:41])[CH2:30][CH2:29]3)[C:25]3[C:20](=[CH:21][C:22]([O:44][CH3:45])=[C:23]([O:42][CH3:43])[CH:24]=3)[N:19]=2)[CH2:15]1. The catalyst is [Pd].O. The product is [CH3:43][O:42][C:23]1[CH:24]=[C:25]2[C:20](=[CH:21][C:22]=1[O:44][CH3:45])[N:19]=[C:18]([CH:16]1[CH2:15][CH:14]([CH3:46])[CH2:17]1)[N:27]=[C:26]2[N:28]1[CH2:33][CH2:32][N:31]([C:34]2[CH:39]=[CH:38][CH:37]=[CH:36][C:35]=2[O:40][CH3:41])[CH2:30][CH2:29]1. The yield is 0.150. (3) The reactants are [Cl-].[CH3:2][O:3][CH2:4][P+](C1C=CC=CC=1)(C1C=CC=CC=1)C1C=CC=CC=1.CC(C)([O-])C.[K+].[N:30]1[CH:35]=[CH:34][CH:33]=[CH:32][C:31]=1[CH:36]=O.CCCCCC. The catalyst is O1CCCC1. The product is [CH3:2][O:3]/[CH:4]=[CH:36]\[C:31]1[CH:32]=[CH:33][CH:34]=[CH:35][N:30]=1. The yield is 0.240. (4) The reactants are [F:1][C:2]1[CH:3]=[C:4](I)[C:5]([C:8]([O:10][CH3:11])=[O:9])=[N:6][CH:7]=1.[O:13]1[CH2:16][CH:15]([NH2:17])[CH2:14]1.CC1(C)C2C(=C(P(C3C=CC=CC=3)C3C=CC=CC=3)C=CC=2)OC2C(P(C3C=CC=CC=3)C3C=CC=CC=3)=CC=CC1=2.C(=O)([O-])[O-].[Cs+].[Cs+]. The catalyst is CS(C)=O.ClCCl.C1C=CC(/C=C/C(/C=C/C2C=CC=CC=2)=O)=CC=1.C1C=CC(/C=C/C(/C=C/C2C=CC=CC=2)=O)=CC=1.C1C=CC(/C=C/C(/C=C/C2C=CC=CC=2)=O)=CC=1.[Pd].[Pd]. The product is [F:1][C:2]1[CH:3]=[C:4]([NH:17][CH:15]2[CH2:16][O:13][CH2:14]2)[C:5]([C:8]([O:10][CH3:11])=[O:9])=[N:6][CH:7]=1. The yield is 0.550. (5) The product is [CH3:21][N:22]1[CH2:27][CH2:26][N:25]([C:2]2[CH:3]=[CH:4][C:5]([N+:18]([O-:20])=[O:19])=[C:6]([NH:8][S:9]([C:12]3[CH:17]=[CH:16][CH:15]=[CH:14][CH:13]=3)(=[O:11])=[O:10])[CH:7]=2)[CH2:24][CH2:23]1. No catalyst specified. The reactants are F[C:2]1[CH:3]=[CH:4][C:5]([N+:18]([O-:20])=[O:19])=[C:6]([NH:8][S:9]([C:12]2[CH:17]=[CH:16][CH:15]=[CH:14][CH:13]=2)(=[O:11])=[O:10])[CH:7]=1.[CH3:21][N:22]1[CH2:27][CH2:26][NH:25][CH2:24][CH2:23]1.[OH-].[Na+]. The yield is 0.780. (6) The reactants are C([O:3][C:4]([C:6]1([C:9]2[CH:14]=[CH:13][C:12]([C:15]3[CH:20]=[CH:19][C:18]([C:21]4[S:22][C:23]([F:40])=[CH:24][C:25]=4[NH:26][C:27]([O:29][CH:30]([C:32]4[CH:37]=[C:36]([F:38])[CH:35]=[CH:34][C:33]=4[Cl:39])[CH3:31])=[O:28])=[CH:17][C:16]=3[O:41][CH3:42])=[CH:11][CH:10]=2)[CH2:8][CH2:7]1)=[O:5])C.[OH-].[Na+].O1CCCC1.Cl. The catalyst is C(O)(C)C. The product is [Cl:39][C:33]1[CH:34]=[CH:35][C:36]([F:38])=[CH:37][C:32]=1[CH:30]([O:29][C:27]([NH:26][C:25]1[CH:24]=[C:23]([F:40])[S:22][C:21]=1[C:18]1[CH:19]=[CH:20][C:15]([C:12]2[CH:13]=[CH:14][C:9]([C:6]3([C:4]([OH:5])=[O:3])[CH2:8][CH2:7]3)=[CH:10][CH:11]=2)=[C:16]([O:41][CH3:42])[CH:17]=1)=[O:28])[CH3:31]. The yield is 0.170. (7) The reactants are [CH3:1][C@@:2]1([CH2:13][N:14]2[CH2:19][CH2:18][N:17]([N:20]=[CH:21][C:22]3[CH:27]=[CH:26][C:25]([C:28]([F:31])([F:30])[F:29])=[CH:24][CH:23]=3)[CH2:16][CH2:15]2)[O:6][C:5]2=[N:7][C:8]([N+:10]([O-:12])=[O:11])=[CH:9][N:4]2[CH2:3]1.C1COCC1.[BH4-].[Na+]. The catalyst is CO. The product is [CH3:1][C@@:2]1([CH2:13][N:14]2[CH2:15][CH2:16][N:17]([NH:20][CH2:21][C:22]3[CH:27]=[CH:26][C:25]([C:28]([F:31])([F:29])[F:30])=[CH:24][CH:23]=3)[CH2:18][CH2:19]2)[O:6][C:5]2=[N:7][C:8]([N+:10]([O-:12])=[O:11])=[CH:9][N:4]2[CH2:3]1. The yield is 0.310. (8) The reactants are [I:1]I.[OH-].[K+].[CH:5]1([C:8]2[N:13]=[C:12]([C:14]3[CH:15]=[C:16]4[C:20](=[CH:21][CH:22]=3)[NH:19][CH:18]=[CH:17]4)[CH:11]=[N:10][CH:9]=2)[CH2:7][CH2:6]1.OS([O-])=O.[Na+]. The catalyst is CN(C=O)C. The product is [CH:5]1([C:8]2[N:13]=[C:12]([C:14]3[CH:15]=[C:16]4[C:20](=[CH:21][CH:22]=3)[NH:19][CH:18]=[C:17]4[I:1])[CH:11]=[N:10][CH:9]=2)[CH2:7][CH2:6]1. The yield is 0.240.